Dataset: Catalyst prediction with 721,799 reactions and 888 catalyst types from USPTO. Task: Predict which catalyst facilitates the given reaction. (1) Reactant: [N+:1]([C:4]1[CH:5]=[C:6]([CH:10]([CH3:13])[CH:11]=[O:12])[CH:7]=[CH:8][CH:9]=1)([O-:3])=[O:2].[BH4-].[Na+]. Product: [N+:1]([C:4]1[CH:5]=[C:6]([CH:10]([CH3:13])[CH2:11][OH:12])[CH:7]=[CH:8][CH:9]=1)([O-:3])=[O:2]. The catalyst class is: 823. (2) Product: [C:10]1([CH2:9][O:8][C:6]([N:4]2[CH2:3][C:2]([C@H:16]3[CH2:21][CH2:20][CH2:19][CH2:18][N:17]3[C:22]([O:24][C:25]([CH3:28])([CH3:27])[CH3:26])=[O:23])([O:1][C:32](=[O:33])[C@:31]([O:30][CH3:29])([C:39]3[CH:40]=[CH:41][CH:42]=[CH:43][CH:44]=3)[C:35]([F:37])([F:38])[F:36])[CH2:5]2)=[O:7])[CH:15]=[CH:14][CH:13]=[CH:12][CH:11]=1. The catalyst class is: 154. Reactant: [OH:1][C:2]1([CH:16]2[CH2:21][CH2:20][CH2:19][CH2:18][N:17]2[C:22]([O:24][C:25]([CH3:28])([CH3:27])[CH3:26])=[O:23])[CH2:5][N:4]([C:6]([O:8][CH2:9][C:10]2[CH:15]=[CH:14][CH:13]=[CH:12][CH:11]=2)=[O:7])[CH2:3]1.[CH3:29][O:30][C@:31]([C:39]1[CH:44]=[CH:43][CH:42]=[CH:41][CH:40]=1)([C:35]([F:38])([F:37])[F:36])[C:32](Cl)=[O:33]. (3) Reactant: [OH:1][C:2]1(C)[CH:7]=[CH:6][C:5]([C:8](=[O:29])[CH2:9][CH2:10][C:11]2[N:15]([CH:16]([CH3:18])[CH3:17])[N:14]=[C:13]([C:19]3[CH:24]=[CH:23][C:22]([C:25]([F:28])([F:27])[F:26])=[CH:21][CH:20]=3)[CH:12]=2)=[CH:4][CH2:3]1.[C:31](=O)([O-])[O-].[K+].[K+].Br[CH2:38][C:39]([O:41][CH2:42][CH3:43])=[O:40]. Product: [CH:16]([N:15]1[C:11]([CH2:10][CH2:9][C:8]([C:5]2[CH:6]=[CH:7][C:2]([O:1][CH2:38][C:39]([O:41][CH2:42][CH3:43])=[O:40])=[C:3]([CH3:31])[CH:4]=2)=[O:29])=[CH:12][C:13]([C:19]2[CH:24]=[CH:23][C:22]([C:25]([F:27])([F:26])[F:28])=[CH:21][CH:20]=2)=[N:14]1)([CH3:17])[CH3:18]. The catalyst class is: 21. (4) Reactant: [CH3:1][N:2]1[CH2:7][CH2:6][N:5]([C:8]2[CH:9]=[CH:10][C:11]3[N:12]([C:14]([S:17][C:18]4[CH:34]=[CH:33][C:21]5[N:22]=[C:23]([NH:25][C:26](=[O:32])[O:27][C:28]([CH3:31])([CH3:30])[CH3:29])[S:24][C:20]=5[CH:19]=4)=[N:15][N:16]=3)[N:13]=2)[CH2:4][CH2:3]1.S(C1C=CC2N=C(NC(=O)OC(C)(C)C)SC=2C=1)C#N.P([O-])(O)(O)=O.[K+].SCC(C(CS)O)O.[Cl:69]C1N2N=C(N3CCN(C)CC3)C=CC2=NN=1. Product: [ClH:69].[CH3:1][N:2]1[CH2:3][CH2:4][N:5]([C:8]2[CH:9]=[CH:10][C:11]3[N:12]([C:14]([S:17][C:18]4[CH:34]=[CH:33][C:21]5[N:22]=[C:23]([NH:25][C:26](=[O:32])[O:27][C:28]([CH3:31])([CH3:29])[CH3:30])[S:24][C:20]=5[CH:19]=4)=[N:15][N:16]=3)[N:13]=2)[CH2:6][CH2:7]1. The catalyst class is: 97. (5) Reactant: Br[C:2]1[C:3]([F:27])=[CH:4][C:5]2[O:11][CH2:10][CH2:9][N:8]3[C:12]([C:18]4[NH:22][N:21]=[C:20]([CH:23]5[CH2:25][CH2:24]5)[N:19]=4)=[C:13]([C:15]([NH2:17])=[O:16])[N:14]=[C:7]3[C:6]=2[CH:26]=1.[N:28]1[CH:33]=[CH:32][CH:31]=[N:30][C:29]=1[C@:34]([OH:38])([C:36]#[CH:37])[CH3:35].C(NC(C)C)(C)C. Product: [CH:23]1([C:20]2[N:19]=[C:18]([C:12]3[N:8]4[CH2:9][CH2:10][O:11][C:5]5[CH:4]=[C:3]([F:27])[C:2]([C:37]#[C:36][C@@:34]([OH:38])([C:29]6[N:30]=[CH:31][CH:32]=[CH:33][N:28]=6)[CH3:35])=[CH:26][C:6]=5[C:7]4=[N:14][C:13]=3[C:15]([NH2:17])=[O:16])[NH:22][N:21]=2)[CH2:25][CH2:24]1. The catalyst class is: 3. (6) Reactant: [C:1]([C:5]1[C:6]([OH:15])=[C:7]([C:11]([CH3:14])=[CH:12][CH:13]=1)[C:8]([OH:10])=[O:9])([CH3:4])([CH3:3])[CH3:2].[S-:16][C:17]#[N:18].[Na+].BrBr. Product: [C:1]([C:5]1[C:6]([OH:15])=[C:7]([C:11]([CH3:14])=[C:12]([S:16][C:17]#[N:18])[CH:13]=1)[C:8]([OH:10])=[O:9])([CH3:4])([CH3:3])[CH3:2]. The catalyst class is: 5. (7) Reactant: [NH2:1][CH2:2][CH2:3][O:4][CH2:5][CH2:6][N:7]([CH2:10][CH3:11])[CH2:8][CH3:9].S=[C:13]1[CH2:17][S:16][C:15](=[O:18])[NH:14]1. Product: [CH2:10]([N:7]([CH2:8][CH3:9])[CH2:6][CH2:5][O:4][CH2:3][CH2:2][NH:1][C:13]1[CH2:17][S:16][C:15](=[O:18])[N:14]=1)[CH3:11]. The catalyst class is: 8.